This data is from Full USPTO retrosynthesis dataset with 1.9M reactions from patents (1976-2016). The task is: Predict the reactants needed to synthesize the given product. Given the product [CH2:1]([O:4][C:5]1[C:9]2[CH:10]=[C:11]([NH2:18])[C:12]([O:14][CH2:15][CH:16]=[CH2:17])=[CH:13][C:8]=2[O:7][N:6]=1)[CH:2]=[CH2:3], predict the reactants needed to synthesize it. The reactants are: [CH2:1]([O:4][C:5]1[C:9]2[CH:10]=[C:11]([N+:18]([O-])=O)[C:12]([O:14][CH2:15][CH:16]=[CH2:17])=[CH:13][C:8]=2[O:7][N:6]=1)[CH:2]=[CH2:3].O.O.[Sn](Cl)Cl.C(=O)([O-])[O-].[Na+].[Na+].